From a dataset of Acute oral toxicity (LD50) regression data from Zhu et al.. Regression/Classification. Given a drug SMILES string, predict its toxicity properties. Task type varies by dataset: regression for continuous values (e.g., LD50, hERG inhibition percentage) or binary classification for toxic/non-toxic outcomes (e.g., AMES mutagenicity, cardiotoxicity, hepatotoxicity). Dataset: ld50_zhu. (1) The rat oral LD50 is 1.88, given as -log10 of the dose in mol/kg body weight (higher means more acutely toxic). The drug is CC1(O)CCC2CC1C2(C)C. (2) The drug is CC(C)(C)c1ccc(OCC(O)COc2ccc(C(=O)O)cc2)cc1. The rat oral LD50 is 2.16, given as -log10 of the dose in mol/kg body weight (higher means more acutely toxic). (3) The drug is CC1CC(OC(=O)C(O)c2ccccc2)CC(C)(C)C1. The rat oral LD50 is 1.74, given as -log10 of the dose in mol/kg body weight (higher means more acutely toxic).